This data is from NCI-60 drug combinations with 297,098 pairs across 59 cell lines. The task is: Regression. Given two drug SMILES strings and cell line genomic features, predict the synergy score measuring deviation from expected non-interaction effect. (1) Drug 1: COC1=C(C=C2C(=C1)N=CN=C2NC3=CC(=C(C=C3)F)Cl)OCCCN4CCOCC4. Drug 2: C1=NC2=C(N=C(N=C2N1C3C(C(C(O3)CO)O)F)Cl)N. Cell line: MDA-MB-435. Synergy scores: CSS=25.6, Synergy_ZIP=-7.32, Synergy_Bliss=-0.404, Synergy_Loewe=-8.80, Synergy_HSA=1.93. (2) Synergy scores: CSS=-2.71, Synergy_ZIP=2.29, Synergy_Bliss=-0.674, Synergy_Loewe=-0.0249, Synergy_HSA=-5.15. Cell line: A549. Drug 2: C1CC(=O)NC(=O)C1N2C(=O)C3=CC=CC=C3C2=O. Drug 1: CCN(CC)CCNC(=O)C1=C(NC(=C1C)C=C2C3=C(C=CC(=C3)F)NC2=O)C. (3) Drug 1: CC1=CC=C(C=C1)C2=CC(=NN2C3=CC=C(C=C3)S(=O)(=O)N)C(F)(F)F. Drug 2: C(CC(=O)O)C(=O)CN.Cl. Cell line: SNB-19. Synergy scores: CSS=6.49, Synergy_ZIP=-0.133, Synergy_Bliss=2.69, Synergy_Loewe=-1.62, Synergy_HSA=-1.40.